From a dataset of Full USPTO retrosynthesis dataset with 1.9M reactions from patents (1976-2016). Predict the reactants needed to synthesize the given product. (1) Given the product [Cl:1][C:2]1[CH:10]=[CH:9][C:8]2[N:7](/[CH:26]=[C:27](/[C:29]3[CH:34]=[CH:33][N:32]=[CH:31][CH:30]=3)\[CH3:28])[C:6]3[CH2:11][CH:12]([CH3:16])[N:13]([CH3:15])[CH2:14][C:5]=3[C:4]=2[CH:3]=1, predict the reactants needed to synthesize it. The reactants are: [Cl:1][C:2]1[CH:10]=[CH:9][C:8]2[NH:7][C:6]3[CH2:11][CH:12]([CH3:16])[N:13]([CH3:15])[CH2:14][C:5]=3[C:4]=2[CH:3]=1.P([O-])([O-])([O-])=O.[K+].[K+].[K+].Br[CH:26]=[C:27]([C:29]1[CH:34]=[CH:33][N:32]=[CH:31][CH:30]=1)[CH3:28].N1CCC[C@H]1C(O)=O. (2) Given the product [Br:1][C:27]1[C:28]([O:30][CH2:31][CH2:32][N:33]2[CH2:34][CH2:35][O:36][CH2:37][CH2:38]2)=[CH:29][C:24]([N:23]2[CH2:22][CH2:21][N:20]([C:39]([O:41][C:42]([CH3:44])([CH3:43])[CH3:45])=[O:40])[CH2:19][C@@H:18]2[CH3:17])=[N:25][CH:26]=1, predict the reactants needed to synthesize it. The reactants are: [Br:1]C1C=C(OC)C(N2CCN(C)CC2)=NC=1.[CH3:17][C@@H:18]1[N:23]([C:24]2[CH:29]=[C:28]([O:30][CH2:31][CH2:32][N:33]3[CH2:38][CH2:37][O:36][CH2:35][CH2:34]3)[CH:27]=[CH:26][N:25]=2)[CH2:22][CH2:21][N:20]([C:39]([O:41][C:42]([CH3:45])([CH3:44])[CH3:43])=[O:40])[CH2:19]1. (3) Given the product [ClH:57].[CH3:34][O:35][CH2:36][CH2:37][N:38]([CH3:60])[C:39]1[N:44]=[CH:43][C:42]([NH:45][C:46]([CH:48]2[CH:56]=[C:55]3[C:50](=[CH:51][CH:52]=[C:53]([Cl:57])[CH2:54]3)[N:49]2[CH2:58][CH3:59])=[O:47])=[CH:41][CH:40]=1, predict the reactants needed to synthesize it. The reactants are: Cl.COCCN(C)C1N=CC(NC(C2N(CC)C3C(C=2)=CC(OC(F)(F)F)=CC=3)=O)=CC=1.Cl.[CH3:34][O:35][CH2:36][CH2:37][N:38]([CH3:60])[C:39]1[N:44]=[CH:43][C:42]([NH:45][C:46]([C:48]2[N:49]([CH2:58][CH3:59])[C:50]3[C:55]([CH:56]=2)=[CH:54][C:53]([Cl:57])=[CH:52][CH:51]=3)=[O:47])=[CH:41][CH:40]=1.ClC1C=C2C(=CC=1)N(CC)C(C(O)=O)=C2. (4) Given the product [CH3:18][O:17][C:13]1[CH:14]=[C:15]2[C:10](=[CH:11][C:12]=1[O:19][CH3:20])[C:9]([CH3:21])=[N:8][C:7]([C:26]1[CH:25]=[CH:24][C:33]3[C:28](=[CH:29][CH:30]=[CH:31][CH:32]=3)[CH:27]=1)=[CH:16]2, predict the reactants needed to synthesize it. The reactants are: FC(F)(F)S(O[C:7]1[N:8]=[C:9]([CH3:21])[C:10]2[C:15]([CH:16]=1)=[CH:14][C:13]([O:17][CH3:18])=[C:12]([O:19][CH3:20])[CH:11]=2)(=O)=O.[CH:24]1[C:33]2[C:28](=[CH:29][CH:30]=[CH:31][CH:32]=2)[CH:27]=[CH:26][C:25]=1B(O)O.C([O-])([O-])=O.[Na+].[Na+].CCOC(C)=O. (5) Given the product [C:25]([O:29][C:30]([N:32]1[CH2:38][CH2:37][C:36]2[CH:39]=[CH:40][C:41]([NH:43][C:2]3[N:24]=[C:5]4[C:6]([C:10]5[CH:15]=[C:14]([CH:16]([F:18])[F:17])[CH:13]=[CH:12][C:11]=5[O:19][CH2:20][CH:21]([F:23])[F:22])=[CH:7][CH:8]=[CH:9][N:4]4[N:3]=3)=[CH:42][C:35]=2[CH2:34][CH2:33]1)=[O:31])([CH3:28])([CH3:26])[CH3:27], predict the reactants needed to synthesize it. The reactants are: Cl[C:2]1[N:24]=[C:5]2[C:6]([C:10]3[CH:15]=[C:14]([CH:16]([F:18])[F:17])[CH:13]=[CH:12][C:11]=3[O:19][CH2:20][CH:21]([F:23])[F:22])=[CH:7][CH:8]=[CH:9][N:4]2[N:3]=1.[C:25]([O:29][C:30]([N:32]1[CH2:38][CH2:37][C:36]2[CH:39]=[CH:40][C:41]([NH2:43])=[CH:42][C:35]=2[CH2:34][CH2:33]1)=[O:31])([CH3:28])([CH3:27])[CH3:26].